Dataset: Full USPTO retrosynthesis dataset with 1.9M reactions from patents (1976-2016). Task: Predict the reactants needed to synthesize the given product. (1) Given the product [CH2:47]([O:49][C:50](=[O:54])[CH2:51][N:52]([C:11](=[O:13])[CH2:10][N:8]([C:6]([O:5][C:1]([CH3:2])([CH3:3])[CH3:4])=[O:7])[CH3:9])[CH3:53])[CH3:48], predict the reactants needed to synthesize it. The reactants are: [C:1]([O:5][C:6]([N:8]([CH2:10][C:11]([OH:13])=O)[CH3:9])=[O:7])([CH3:4])([CH3:3])[CH3:2].C(N(C(C)C)CC)(C)C.CN(C(ON1N=NC2C=CC=CC1=2)=[N+](C)C)C.F[P-](F)(F)(F)(F)F.[CH2:47]([O:49][C:50](=[O:54])[CH2:51][NH:52][CH3:53])[CH3:48]. (2) The reactants are: [C:1]([C:4]1[O:5][C:6]2[CH:12]=[CH:11][CH:10]=[CH:9][C:7]=2[CH:8]=1)(=[O:3])[CH3:2].[C:13]1([CH3:21])[CH:18]=[CH:17][CH:16]=[CH:15][C:14]=1[CH2:19][NH2:20].[CH3:22][O:23][2H].[OH2:25].[CH3:26]C[OH:28]. Given the product [C:22]([OH:23])(=[O:28])/[CH:8]=[CH:4]\[C:1]([OH:3])=[O:25].[O:5]1[C:6]2=[CH:12][CH:11]=[CH:10][C:9]2=[CH:7][CH:8]=[C:4]1[CH:1]1[C:2]2[C:15](=[CH:16][CH:17]=[CH:18][C:13]=2[CH3:21])[CH2:14][CH2:19][N:20]1[CH3:26], predict the reactants needed to synthesize it. (3) Given the product [O:12]1[C:16]2[CH:17]=[CH:18][C:19]([C:21]3[NH:11][C:10]4[N:9]([N:8]=[CH:7][C:6]=4[C:2]4[S:1][CH:5]=[CH:4][N:3]=4)[C:23](=[O:24])[CH:22]=3)=[CH:20][C:15]=2[CH:14]=[CH:13]1, predict the reactants needed to synthesize it. The reactants are: [S:1]1[CH:5]=[CH:4][N:3]=[C:2]1[C:6]1[CH:7]=[N:8][NH:9][C:10]=1[NH2:11].[O:12]1[C:16]2[CH:17]=[CH:18][C:19]([C:21](=O)[CH2:22][C:23](OCC)=[O:24])=[CH:20][C:15]=2[CH:14]=[CH:13]1.CC1C=CC(S(O)(=O)=O)=CC=1. (4) Given the product [Cl:1][C:2]1[C:3]([O:12][C:13]2[CH:18]=[C:17]([O:19][CH2:20][O:21][CH3:22])[CH:16]=[CH:15][C:14]=2[CH2:23][CH2:24][CH2:25][O:26][C:36]2[C:37]([CH2:39][C:40]([OH:42])=[O:41])=[CH:38][N:34]([CH2:27][C:28]3[CH:33]=[CH:32][CH:31]=[CH:30][CH:29]=3)[N:35]=2)=[N:4][CH:5]=[C:6]([C:8]([F:9])([F:11])[F:10])[CH:7]=1, predict the reactants needed to synthesize it. The reactants are: [Cl:1][C:2]1[C:3]([O:12][C:13]2[CH:18]=[C:17]([O:19][CH2:20][O:21][CH3:22])[CH:16]=[CH:15][C:14]=2[CH2:23][CH2:24][CH2:25][OH:26])=[N:4][CH:5]=[C:6]([C:8]([F:11])([F:10])[F:9])[CH:7]=1.[CH2:27]([N:34]1[CH:38]=[C:37]([CH2:39][C:40]([O:42]C)=[O:41])[C:36](O)=[N:35]1)[C:28]1[CH:33]=[CH:32][CH:31]=[CH:30][CH:29]=1.C(P(CCCC)CCCC)CCC.N(C(N1CCCCC1)=O)=NC(N1CCCCC1)=O.O1CCCC1CO.[OH-].[Na+].Cl. (5) Given the product [CH2:1]([NH:8][C:9]([C:11]1[C:12]([C:17]2[CH:22]=[CH:21][CH:20]=[CH:19][C:18]=2[CH2:23][NH:24][S:34]([C:30]2[CH:31]=[CH:32][CH:33]=[C:28]([C:25](=[O:27])[CH3:26])[CH:29]=2)(=[O:36])=[O:35])=[CH:13][CH:14]=[CH:15][CH:16]=1)=[O:10])[C:2]1[CH:3]=[CH:4][CH:5]=[CH:6][CH:7]=1, predict the reactants needed to synthesize it. The reactants are: [CH2:1]([NH:8][C:9]([C:11]1[C:12]([C:17]2[CH:22]=[CH:21][CH:20]=[CH:19][C:18]=2[CH2:23][NH2:24])=[CH:13][CH:14]=[CH:15][CH:16]=1)=[O:10])[C:2]1[CH:7]=[CH:6][CH:5]=[CH:4][CH:3]=1.[C:25]([C:28]1[CH:29]=[C:30]([S:34](Cl)(=[O:36])=[O:35])[CH:31]=[CH:32][CH:33]=1)(=[O:27])[CH3:26].C(NC(C1C(C2C=CC=CC=2C(S(C2C=CC=C(C(=O)C)C=2)(=O)=O)N)=CC=CC=1)=O)C1C=CC=CC=1. (6) Given the product [F:1][C:2]1[CH:3]=[C:4]([NH:28][C:29]([NH:31][C:32]2[CH:37]=[CH:36][CH:35]=[CH:34][N:33]=2)=[O:30])[CH:5]=[CH:6][C:7]=1[O:8][C:9]1[CH:14]=[CH:13][N:12]=[C:11]2[NH:15][N:16]=[C:17]([CH3:18])[C:10]=12, predict the reactants needed to synthesize it. The reactants are: [F:1][C:2]1[CH:3]=[C:4]([NH:28][C:29]([NH:31][C:32]2[CH:37]=[CH:36][CH:35]=[CH:34][N:33]=2)=[O:30])[CH:5]=[CH:6][C:7]=1[O:8][C:9]1[CH:14]=[CH:13][N:12]=[C:11]2[N:15](CC3C=CC(OC)=CC=3)[N:16]=[C:17]([CH3:18])[C:10]=12.FC(F)(F)C(O)=O. (7) Given the product [Si:1]([O:18][CH2:19][C:20]1[C:25]([N:26]2[CH2:31][C@H:30]([CH3:32])[O:29][C@H:28]([CH3:33])[CH2:27]2)=[C:24]([F:34])[C:23]([F:35])=[C:22]([C:44]([C:46]2[O:47][CH:48]=[CH:49][CH:50]=2)=[O:45])[CH:21]=1)([C:14]([CH3:16])([CH3:17])[CH3:15])([C:2]1[CH:7]=[CH:6][CH:5]=[CH:4][CH:3]=1)[C:8]1[CH:13]=[CH:12][CH:11]=[CH:10][CH:9]=1, predict the reactants needed to synthesize it. The reactants are: [Si:1]([O:18][CH2:19][C:20]1[C:25]([N:26]2[CH2:31][C@H:30]([CH3:32])[O:29][C@H:28]([CH3:33])[CH2:27]2)=[C:24]([F:34])[C:23]([F:35])=[CH:22][CH:21]=1)([C:14]([CH3:17])([CH3:16])[CH3:15])([C:8]1[CH:13]=[CH:12][CH:11]=[CH:10][CH:9]=1)[C:2]1[CH:7]=[CH:6][CH:5]=[CH:4][CH:3]=1.[Li]C(CC)C.CON(C)[C:44]([C:46]1[O:47][CH:48]=[CH:49][CH:50]=1)=[O:45]. (8) Given the product [CH3:1][O:2][C:3]1[CH:20]=[CH:19][CH:18]=[C:5]2[C:4]=1[NH:21][C:8](=[O:9])[CH:7]([C:13]([O:15][CH2:16][CH3:17])=[O:14])[CH2:6]2, predict the reactants needed to synthesize it. The reactants are: [CH3:1][O:2][C:3]1[C:4]([N+:21]([O-])=O)=[C:5]([CH:18]=[CH:19][CH:20]=1)[CH:6]=[C:7]([C:13]([O:15][CH2:16][CH3:17])=[O:14])[C:8](OCC)=[O:9]. (9) Given the product [NH2:5][C:4]1[CH:6]=[CH:7][C:8]([C:20]2[CH:21]=[N:22][C:23]([NH2:26])=[N:24][CH:25]=2)=[CH:9][C:3]=1[O:2][CH3:1], predict the reactants needed to synthesize it. The reactants are: [CH3:1][O:2][C:3]1[CH:9]=[C:8](B2OC(C)(C)C(C)(C)O2)[CH:7]=[CH:6][C:4]=1[NH2:5].Br[C:20]1[CH:21]=[N:22][C:23]([NH2:26])=[N:24][CH:25]=1.C(=O)([O-])[O-].[Na+].[Na+]. (10) Given the product [F:32][C:33]1[CH:34]=[C:35]2[C:39](=[CH:40][CH:41]=1)[N:38]([CH3:42])[C:37]([C:43]([NH:1][C@H:2]([C:6]([NH:8][CH:9]([CH:18]([OH:31])[CH2:19][O:20][C:21]1[C:22]([F:30])=[C:23]([F:29])[CH:24]=[C:25]([F:28])[C:26]=1[F:27])[CH2:10][C:11]([O:13][C:14]([CH3:16])([CH3:17])[CH3:15])=[O:12])=[O:7])[CH:3]([CH3:5])[CH3:4])=[O:44])=[CH:36]2, predict the reactants needed to synthesize it. The reactants are: [NH2:1][C@H:2]([C:6]([NH:8][CH:9]([CH:18]([OH:31])[CH2:19][O:20][C:21]1[C:26]([F:27])=[C:25]([F:28])[CH:24]=[C:23]([F:29])[C:22]=1[F:30])[CH2:10][C:11]([O:13][C:14]([CH3:17])([CH3:16])[CH3:15])=[O:12])=[O:7])[CH:3]([CH3:5])[CH3:4].[F:32][C:33]1[CH:34]=[C:35]2[C:39](=[CH:40][CH:41]=1)[N:38]([CH3:42])[C:37]([C:43](O)=[O:44])=[CH:36]2.CN1CCOCC1.C1C=CC2N(O)N=NC=2C=1.CCN=C=NCCCN(C)C.